Dataset: Catalyst prediction with 721,799 reactions and 888 catalyst types from USPTO. Task: Predict which catalyst facilitates the given reaction. (1) Reactant: [N+:1]([C:4]1[C:5]([NH:10][C:11]2[CH:16]=[CH:15][CH:14]=[C:13](/[CH:17]=[CH:18]/[C:19]3[CH:20]=[N:21][CH:22]=[CH:23][CH:24]=3)[CH:12]=2)=[N:6][CH:7]=[CH:8][CH:9]=1)([O-])=O.Cl.C(=O)(O)[O-].[Na+]. Product: [NH2:1][C:4]1[C:5]([NH:10][C:11]2[CH:16]=[CH:15][CH:14]=[C:13](/[CH:17]=[CH:18]/[C:19]3[CH:20]=[N:21][CH:22]=[CH:23][CH:24]=3)[CH:12]=2)=[N:6][CH:7]=[CH:8][CH:9]=1. The catalyst class is: 415. (2) Reactant: [H-].[Na+].[CH2:3]([OH:10])[C:4]1[CH:9]=[CH:8][CH:7]=[CH:6][CH:5]=1.Cl[C:12]1[N:13]=[N:14][C:15]([C:18]2[CH:23]=[CH:22][C:21]([O:24][CH2:25][CH2:26][CH2:27][N:28]3[CH2:33][CH2:32][CH2:31][CH2:30][CH2:29]3)=[CH:20][CH:19]=2)=[CH:16][CH:17]=1. Product: [CH2:3]([O:10][C:12]1[N:13]=[N:14][C:15]([C:18]2[CH:19]=[CH:20][C:21]([O:24][CH2:25][CH2:26][CH2:27][N:28]3[CH2:33][CH2:32][CH2:31][CH2:30][CH2:29]3)=[CH:22][CH:23]=2)=[CH:16][CH:17]=1)[C:4]1[CH:9]=[CH:8][CH:7]=[CH:6][CH:5]=1. The catalyst class is: 3. (3) Reactant: [C:1]([O:5][C:6](=[O:27])[NH:7][CH2:8][C:9]1[C:14]([C:15]2[CH:20]=[CH:19][C:18]([Cl:21])=[CH:17][C:16]=2[Cl:22])=[CH:13][N:12]2[C:23]([NH2:26])=[CH:24][N:25]=[C:11]2[CH:10]=1)([CH3:4])([CH3:3])[CH3:2].[O:28]1[CH2:33][CH2:32][CH:31]([C:34](O)=[O:35])[CH2:30][CH2:29]1.CCN(C(C)C)C(C)C.CN(C(ON1N=NC2C=CC=NC1=2)=[N+](C)C)C.F[P-](F)(F)(F)(F)F. Product: [C:1]([O:5][C:6](=[O:27])[NH:7][CH2:8][C:9]1[C:14]([C:15]2[CH:20]=[CH:19][C:18]([Cl:21])=[CH:17][C:16]=2[Cl:22])=[CH:13][N:12]2[C:23]([NH:26][C:34]([CH:31]3[CH2:32][CH2:33][O:28][CH2:29][CH2:30]3)=[O:35])=[CH:24][N:25]=[C:11]2[CH:10]=1)([CH3:4])([CH3:2])[CH3:3]. The catalyst class is: 31. (4) Reactant: C(O)C.[CH3:4][N:5]([C:14]1[CH:15]=[C:16]([CH:22]=[CH:23][CH:24]=1)[C:17]([O:19]CC)=[O:18])[C:6]([O:8][CH2:9][C:10]([Cl:13])([Cl:12])[Cl:11])=[O:7].[OH-].[Na+].Cl. Product: [CH3:4][N:5]([C:14]1[CH:15]=[C:16]([CH:22]=[CH:23][CH:24]=1)[C:17]([OH:19])=[O:18])[C:6]([O:8][CH2:9][C:10]([Cl:11])([Cl:13])[Cl:12])=[O:7]. The catalyst class is: 13.